From a dataset of Full USPTO retrosynthesis dataset with 1.9M reactions from patents (1976-2016). Predict the reactants needed to synthesize the given product. (1) Given the product [CH2:46]([O:45][C:43](=[O:44])[C@@H:42]([N:41]=[P:39]([O:38][C:29]1[C:30]2[C:35](=[CH:34][CH:33]=[CH:32][CH:31]=2)[CH:36]=[CH:37][C:28]=1[O:16][CH2:15][C@:10]1([N:17]=[N+:18]=[N-:19])[C@@H:11]([F:14])[C@@H:12]([OH:13])[C@H:8]([N:5]2[CH:6]=[CH:7][C:2]([NH2:1])=[N:3][C:4]2=[O:20])[O:9]1)=[O:40])[CH3:48])[CH3:47], predict the reactants needed to synthesize it. The reactants are: [NH2:1][C:2]1[CH:7]=[CH:6][N:5]([C@H:8]2[C@H:12]([OH:13])[C@H:11]([F:14])[C@@:10]([N:17]=[N+:18]=[N-:19])([CH2:15][OH:16])[O:9]2)[C:4](=[O:20])[N:3]=1.C([Mg]Cl)(C)(C)C.Cl[C:28]1[CH:37]=[CH:36][C:35]2[C:30](=[CH:31][CH:32]=[CH:33][CH:34]=2)[C:29]=1[O:38][P:39](=[N:41][C@@H:42]([CH3:48])[C:43]([O:45][CH2:46][CH3:47])=[O:44])=[O:40].ClC1C=CC2C(=CC=CC=2)C=1OP(=N[C@@H](C)C(OCC1C=CC=CC=1)=O)=O. (2) Given the product [Cl:15][C:7]1[CH:6]=[CH:5][C:4]2[N:3]=[C:2]([N:20]3[CH2:21][CH2:22][N:17]([CH3:16])[CH2:18][CH2:19]3)[C:11]3=[N:12][O:13][CH:14]=[C:10]3[C:9]=2[CH:8]=1, predict the reactants needed to synthesize it. The reactants are: Cl[C:2]1[C:11]2=[N:12][O:13][CH:14]=[C:10]2[C:9]2[CH:8]=[C:7]([Cl:15])[CH:6]=[CH:5][C:4]=2[N:3]=1.[CH3:16][N:17]1[CH2:22][CH2:21][NH:20][CH2:19][CH2:18]1.C([O-])(O)=O.[Na+]. (3) The reactants are: [CH2:1]([N:3]([CH2:7][CH3:8])[CH2:4][CH2:5][NH2:6])[CH3:2].S=[C:10]1[CH2:14][S:13][C:12](=[O:15])[NH:11]1.[CH:16]([C:18]1[C:19]([O:37][CH3:38])=[C:20]([CH:34]=[CH:35][CH:36]=1)[O:21][C:22]1[CH:29]=[CH:28][C:25]([C:26]#[N:27])=[CH:24][C:23]=1[C:30]([F:33])([F:32])[F:31])=O.CC(C)([O-])C.[K+].[Cl-].[NH4+]. Given the product [CH2:1]([N:3]([CH2:7][CH3:8])[CH2:4][CH2:5][NH:6][C:10]1=[N:11][C:12](=[O:15])[S:13]/[C:14]/1=[CH:16]\[C:18]1[C:19]([O:37][CH3:38])=[C:20]([CH:34]=[CH:35][CH:36]=1)[O:21][C:22]1[CH:29]=[CH:28][C:25]([C:26]#[N:27])=[CH:24][C:23]=1[C:30]([F:31])([F:32])[F:33])[CH3:2], predict the reactants needed to synthesize it. (4) Given the product [OH:15][C:9]([CH2:10][CH2:11][CH2:12][CH2:13][CH3:14])([CH2:26][CH2:27][CH2:28][CH2:29][CH3:30])/[CH:8]=[CH:7]/[C@H:4]1[CH2:5][CH2:6][C:2](=[O:1])[N:3]1[CH2:16][CH2:17][S:18][CH2:19][CH2:20][CH2:21][C:22]([OH:24])=[O:23], predict the reactants needed to synthesize it. The reactants are: [O:1]=[C:2]1[CH2:6][CH2:5][C@H:4](/[CH:7]=[CH:8]/[C:9](=[O:15])[CH2:10][CH2:11][CH2:12][CH2:13][CH3:14])[N:3]1[CH2:16][CH2:17][S:18][CH2:19][CH2:20][CH2:21][C:22]([O:24]C)=[O:23].[CH2:26]([Mg]Br)[CH2:27][CH2:28][CH2:29][CH3:30].[Cl-].[NH4+].